From a dataset of Reaction yield outcomes from USPTO patents with 853,638 reactions. Predict the reaction yield, written as a fraction of the theoretical maximum amount of product (1.0 means a 100% yield; for example, 0.34 means a 34% yield). (1) The reactants are [CH3:1][C:2]1([CH3:18])[CH2:7][C:6](=[O:8])[CH:5]=[C:4]([C:9]2[CH:14]=[CH:13][N:12]=[CH:11][C:10]=2[N+:15]([O-:17])=[O:16])[CH2:3]1.[BH4-].[Na+]. The catalyst is CO. The product is [CH3:1][C:2]1([CH3:18])[CH2:7][CH:6]([OH:8])[CH:5]=[C:4]([C:9]2[CH:14]=[CH:13][N:12]=[CH:11][C:10]=2[N+:15]([O-:17])=[O:16])[CH2:3]1. The yield is 0.740. (2) The reactants are [Cl:1][C:2]1[CH:3]=[C:4]([C:8]2[O:12][N:11]=[C:10]([C@H:13]([OH:15])[CH3:14])[CH:9]=2)[CH:5]=[CH:6][CH:7]=1.[CH3:16][N:17]1[C:21](S(C)(=O)=O)=[N:20][N:19]=[C:18]1[C:26]1[CH:27]=[N:28][CH:29]=[CH:30][CH:31]=1.C(=O)([O-])[O-].[Cs+].[Cs+].O. The catalyst is CN(C=O)C. The product is [Cl:1][C:2]1[CH:3]=[C:4]([C:8]2[O:12][N:11]=[C:10]([C@H:13]([O:15][C:21]3[N:17]([CH3:16])[C:18]([C:26]4[CH:27]=[N:28][CH:29]=[CH:30][CH:31]=4)=[N:19][N:20]=3)[CH3:14])[CH:9]=2)[CH:5]=[CH:6][CH:7]=1. The yield is 0.770. (3) The reactants are [CH2:1]([O:8][C:9]([NH:11][C:12](=[CH2:17])[C:13]([O:15][CH3:16])=[O:14])=[O:10])[C:2]1[CH:7]=[CH:6][CH:5]=[CH:4][CH:3]=1.Br[C:19]12[CH2:26][CH2:25][CH:22]([CH2:23][CH2:24]1)[CH2:21][CH2:20]2.CC(N=NC(C#N)(C)C)(C#N)C.CCCC[SnH](CCCC)CCCC. The catalyst is C1C=CC=CC=1. The product is [CH2:1]([O:8][C:9]([NH:11][CH:12]([CH2:17][C:19]12[CH2:26][CH2:25][CH:22]([CH2:23][CH2:24]1)[CH2:21][CH2:20]2)[C:13]([O:15][CH3:16])=[O:14])=[O:10])[C:2]1[CH:3]=[CH:4][CH:5]=[CH:6][CH:7]=1. The yield is 0.150. (4) The catalyst is S(=O)(=O)(O)O. The reactants are [Br:1]Br.[F:3][C:4]1[CH:9]=[C:8]([F:10])[CH:7]=[CH:6][C:5]=1[O:11][CH3:12]. The product is [Br:1][C:7]1[C:8]([F:10])=[CH:9][C:4]([F:3])=[C:5]([O:11][CH3:12])[CH:6]=1. The yield is 0.180.